The task is: Predict the product of the given reaction.. This data is from Forward reaction prediction with 1.9M reactions from USPTO patents (1976-2016). (1) Given the reactants Br[CH2:2][CH2:3][O:4][C:5]1[CH:20]=[CH:19][C:8]2[C:9]([C:12]3[CH:17]=[CH:16][C:15]([Br:18])=[CH:14][CH:13]=3)=[N:10][S:11][C:7]=2[CH:6]=1.[CH3:21][NH:22][CH2:23][CH2:24][OH:25], predict the reaction product. The product is: [Br:18][C:15]1[CH:16]=[CH:17][C:12]([C:9]2[C:8]3[CH:19]=[CH:20][C:5]([O:4][CH2:3][CH2:2][N:22]([CH3:21])[CH2:23][CH2:24][OH:25])=[CH:6][C:7]=3[S:11][N:10]=2)=[CH:13][CH:14]=1. (2) The product is: [F:15][C@@H:6]1[CH2:5][CH2:4][N:3]([C:8]([O:10][C:11]([CH3:14])([CH3:13])[CH3:12])=[O:9])[CH2:2][C@H:1]1[OH:7]. Given the reactants [CH:1]12[O:7][CH:6]1[CH2:5][CH2:4][N:3]([C:8]([O:10][C:11]([CH3:14])([CH3:13])[CH3:12])=[O:9])[CH2:2]2.[FH:15].F.F.C(N(CC)CC)C.C(=O)(O)[O-].[Na+].C(Cl)Cl, predict the reaction product. (3) Given the reactants [CH2:1]([O:8][C:9]1[CH:10]=[CH:11][C:12]2[CH2:13][C@H:14]3[N:26]([CH2:27][CH:28]4[CH2:30][CH2:29]4)[CH2:25][CH2:24][C@:20]45[C:21]=2[C:22]=1[O:23][C@H:19]4[C@@H:18]([N:31]1[CH2:35][CH2:34][CH2:33][C:32]1=[O:36])[CH2:17][CH2:16][C@@:15]35[OH:37])[C:2]1[CH:7]=[CH:6][CH:5]=[CH:4][CH:3]=1.[Li+].CC([N-]C(C)C)C.C1COCC1.[C:51](Cl)(=[O:58])[C:52]1[CH:57]=[CH:56][CH:55]=[CH:54][CH:53]=1.C(=O)([O-])O.[Na+], predict the reaction product. The product is: [CH2:1]([O:8][C:9]1[CH:10]=[CH:11][C:12]2[CH2:13][C@H:14]3[N:26]([CH2:27][CH:28]4[CH2:29][CH2:30]4)[CH2:25][CH2:24][C@:20]45[C:21]=2[C:22]=1[O:23][C@H:19]4[C@@H:18]([N:31]1[CH2:35][CH2:34][CH:33]([C:51](=[O:58])[C:52]2[CH:57]=[CH:56][CH:55]=[CH:54][CH:53]=2)[C:32]1=[O:36])[CH2:17][CH2:16][C@@:15]35[OH:37])[C:2]1[CH:3]=[CH:4][CH:5]=[CH:6][CH:7]=1.